From a dataset of Catalyst prediction with 721,799 reactions and 888 catalyst types from USPTO. Predict which catalyst facilitates the given reaction. Reactant: [Cl:1][C:2]1[CH:7]=[CH:6][CH:5]=[CH:4][C:3]=1[C:8](=[O:15])[CH2:9][C:10]([O:12][CH2:13][CH3:14])=[O:11].S(Cl)([Cl:19])(=O)=O. Product: [Cl:19][CH:9]([C:8]([C:3]1[CH:4]=[CH:5][CH:6]=[CH:7][C:2]=1[Cl:1])=[O:15])[C:10]([O:12][CH2:13][CH3:14])=[O:11]. The catalyst class is: 27.